This data is from HIV replication inhibition screening data with 41,000+ compounds from the AIDS Antiviral Screen. The task is: Binary Classification. Given a drug SMILES string, predict its activity (active/inactive) in a high-throughput screening assay against a specified biological target. (1) The compound is CN(C)C=[O+][Cu-5]12([O+]=CN(C)C)([O+]=C(C3=C([O-])c4ccccc4S(=O)(=O)N3C)Nc3cccc[n+]31)[O+]=C(C1=C([O-])c3ccccc3S(=O)(=O)N1C)Nc1cccc[n+]12. The result is 0 (inactive). (2) The drug is N#Cc1c(N)nc([Se]CC(=O)c2ccc(Cl)cc2)c(C#N)c1-c1ccco1. The result is 0 (inactive). (3) The molecule is COc1cccc2c(NCCC[N+](C)(C)O)c3c([N+](=O)[O-])ccc(OC)c3nc12.Cl.[Cl-]. The result is 0 (inactive). (4) The drug is Nc1cc(OCc2ccccc2)c(OCc2ccccc2)cc1C=O. The result is 0 (inactive). (5) The compound is COc1ccc(-c2c(C#N)c(-c3ccccc3)n(NS(=O)(=O)c3ccccc3)c(=O)c2C#N)cc1. The result is 0 (inactive). (6) The compound is O=C(O)CN1C(=O)c2ccc(NC(=O)C(=O)O)cc2S1(=O)=O. The result is 0 (inactive). (7) The compound is O=CNC=Cc1cc(O)ccc1O. The result is 0 (inactive).